Task: Predict the product of the given reaction.. Dataset: Forward reaction prediction with 1.9M reactions from USPTO patents (1976-2016) (1) Given the reactants BrC(C)C(C1C=CC(Cl)=CC=1Cl)=O.[Cl:14][C:15]1[CH:20]=[C:19]([Cl:21])[CH:18]=[CH:17][C:16]=1[C:22]1[N:23]=[C:24]([C:28]2([C:31]3[CH:36]=[CH:35][C:34]([Cl:37])=[CH:33][C:32]=3[Cl:38])[CH2:30][CH2:29]2)[NH:25][C:26]=1[CH3:27].ClC1C=C(Cl)C=CC=1C1(C(N)=N)CC1.CCN(C(C)C)C(C)C, predict the reaction product. The product is: [Cl:14][C:15]1[CH:20]=[C:19]([Cl:21])[CH:18]=[CH:17][C:16]=1[C:22]1[N:23]=[C:24]([C:28]2([C:31]3[CH:36]=[CH:35][C:34]([Cl:37])=[CH:33][C:32]=3[Cl:38])[CH2:29][CH2:30]2)[NH:25][C:26]=1[CH3:27]. (2) Given the reactants [C:1]([O:5][C:6]([N:8]([CH2:16][CH2:17][C:18]#[N:19])[CH2:9][CH2:10][C:11]([O:13]CC)=O)=[O:7])([CH3:4])([CH3:3])[CH3:2].[H-].[Na+].Cl, predict the reaction product. The product is: [C:18]([CH:17]1[C:11](=[O:13])[CH2:10][CH2:9][N:8]([C:6]([O:5][C:1]([CH3:2])([CH3:3])[CH3:4])=[O:7])[CH2:16]1)#[N:19]. (3) Given the reactants [CH3:1][C@@H:2]1[CH2:6][N:5]([CH2:7][C:8]2[CH:9]=NC(C)=N[CH:13]=2)[CH2:4][C@H:3]1[C:15]1[NH:16][C:17](=[O:30])[C:18]2[CH:23]=[N:22][N:21]([CH:24]3[CH2:29][CH2:28][O:27][CH2:26][CH2:25]3)[C:19]=2[N:20]=1.C([BH3-])#N.[Na+].[CH3:35][O:36][C:37]1C=C(C=[CH:43][CH:44]=1)C=O, predict the reaction product. The product is: [CH3:35][O:36][C:37]1[CH:9]=[C:8]([CH:13]=[CH:43][CH:44]=1)[CH2:7][N:5]1[CH2:6][C@@H:2]([CH3:1])[C@H:3]([C:15]2[NH:16][C:17](=[O:30])[C:18]3[CH:23]=[N:22][N:21]([CH:24]4[CH2:25][CH2:26][O:27][CH2:28][CH2:29]4)[C:19]=3[N:20]=2)[CH2:4]1. (4) Given the reactants [Cl:1][C:2]1[N:10]=[CH:9][CH:8]=[CH:7][C:3]=1[C:4](Cl)=[O:5].Cl.[CH3:12][O:13][C:14](=[O:27])[C@H:15]([CH2:17][C:18]1[C:26]2[C:21](=[CH:22][CH:23]=[CH:24][CH:25]=2)[NH:20][CH:19]=1)[NH2:16].C([O-])(O)=O.[Na+].O, predict the reaction product. The product is: [CH3:12][O:13][C:14](=[O:27])[C@@H:15]([NH:16][C:4]([C:3]1[C:2]([Cl:1])=[N:10][CH:9]=[CH:8][CH:7]=1)=[O:5])[CH2:17][C:18]1[C:26]2[C:21](=[CH:22][CH:23]=[CH:24][CH:25]=2)[NH:20][CH:19]=1.